From a dataset of Experimentally validated miRNA-target interactions with 360,000+ pairs, plus equal number of negative samples. Binary Classification. Given a miRNA mature sequence and a target amino acid sequence, predict their likelihood of interaction. The miRNA is hsa-let-7e-5p with sequence UGAGGUAGGAGGUUGUAUAGUU. The protein sequence of the target gene is MGGLFWRSALRGLRCGPRAPGPSLLVRHGSGGPSWTRERTLVAVKPDGVQRRLVGDVIQRFERRGFTLVGMKMLQAPESVLAEHYQDLRRKPFYPALIRYMSSGPVVAMVWEGYNVVRASRAMIGHTDSAEAAPGTIRGDFSVHISRNVIHASDSVEGAQREIQLWFQSSELVSWADGGQHSSIHPA. Result: 1 (interaction).